Task: Predict the reaction yield, written as a fraction of the theoretical maximum amount of product (1.0 means a 100% yield; for example, 0.34 means a 34% yield).. Dataset: Reaction yield outcomes from USPTO patents with 853,638 reactions (1) The reactants are Cl[C:2]1[N:9]=[CH:8][CH:7]=[CH:6][C:3]=1[C:4]#[N:5].C(N(CC)CC)C.[C:17]([Si:19]([CH3:22])([CH3:21])[CH3:20])#[CH:18].O. The catalyst is C1(C)C=CC=CC=1.C1C=CC(P(C2C=CC=CC=2)[C-]2C=CC=C2)=CC=1.C1C=CC(P(C2C=CC=CC=2)[C-]2C=CC=C2)=CC=1.Cl[Pd]Cl.[Fe+2].[Cu]I. The product is [CH3:20][Si:19]([C:17]#[C:18][C:2]1[N:9]=[CH:8][CH:7]=[CH:6][C:3]=1[C:4]#[N:5])([CH3:22])[CH3:21]. The yield is 0.610. (2) The reactants are C[O:2][C:3]1[CH:4]=[C:5]2[C:10](=[CH:11][CH:12]=1)[CH:9]=[C:8]([C:13]1[NH:14][C:15]([C:18]3[CH:23]=[CH:22][CH:21]=[CH:20][CH:19]=3)=[CH:16][CH:17]=1)[CH:7]=[CH:6]2.Cl.N1C=CC=CC=1. The catalyst is Cl. The product is [C:18]1([C:15]2[NH:14][C:13]([C:8]3[CH:9]=[C:10]4[C:5](=[CH:6][CH:7]=3)[CH:4]=[C:3]([OH:2])[CH:12]=[CH:11]4)=[CH:17][CH:16]=2)[CH:19]=[CH:20][CH:21]=[CH:22][CH:23]=1. The yield is 0.950. (3) The reactants are [Cl-].O[NH3+:3].[C:4](=[O:7])([O-])[OH:5].[Na+].CS(C)=O.[CH2:13]([C:17]1[N:18]=[C:19]([CH3:47])[N:20]([C:40]2[CH:45]=[CH:44][CH:43]=[C:42]([CH3:46])[CH:41]=2)[C:21](=[O:39])[C:22]=1[CH2:23][C:24]1[CH:29]=[CH:28][C:27]([C:30]2[C:31]([C:36]#[N:37])=[CH:32][CH:33]=[CH:34][CH:35]=2)=[CH:26][C:25]=1[F:38])[CH2:14][CH2:15][CH3:16]. The catalyst is O.C(OCC)(=O)C. The product is [CH2:13]([C:17]1[N:18]=[C:19]([CH3:47])[N:20]([C:40]2[CH:45]=[CH:44][CH:43]=[C:42]([CH3:46])[CH:41]=2)[C:21](=[O:39])[C:22]=1[CH2:23][C:24]1[CH:29]=[CH:28][C:27]([C:30]2[CH:35]=[CH:34][CH:33]=[CH:32][C:31]=2[C:36]2[NH:3][C:4](=[O:7])[O:5][N:37]=2)=[CH:26][C:25]=1[F:38])[CH2:14][CH2:15][CH3:16]. The yield is 0.680. (4) The reactants are [NH2:1][C:2]1[CH:6]=[CH:5][NH:4][N:3]=1.CN1CCOCC1.[C:14](Cl)(=[O:21])[C:15]1[CH:20]=[CH:19][CH:18]=[CH:17][CH:16]=1.[OH-].[Na+]. The catalyst is C(Cl)Cl.CO.C1COCC1. The product is [NH:4]1[CH:5]=[CH:6][C:2]([NH:1][C:14](=[O:21])[C:15]2[CH:20]=[CH:19][CH:18]=[CH:17][CH:16]=2)=[N:3]1. The yield is 0.877. (5) The reactants are [H-].[Al+3].[Li+].[H-].[H-].[H-].CON(C)[C:10](=[O:26])[C:11]1[CH:22]=[C:21]([N+:23]([O-:25])=[O:24])[CH:20]=[C:13]([C:14](N(OC)C)=[O:15])[CH:12]=1.[OH-].[Na+].O. The catalyst is C1COCC1. The product is [N+:23]([C:21]1[CH:20]=[C:13]([CH:14]=[O:15])[CH:12]=[C:11]([CH:22]=1)[CH:10]=[O:26])([O-:25])=[O:24]. The yield is 0.450. (6) The reactants are [NH2:1][C:2]1[N:7]=[CH:6][N:5]=[C:4]2[N:8]([CH:12]([C:14]3[CH:21]=[C:20]([Cl:22])[C:17]([C:18]#[N:19])=[C:16]([CH:23]4[CH2:26][NH:25][CH2:24]4)[C:15]=3[O:27][CH2:28][CH3:29])[CH3:13])[N:9]=[C:10]([CH3:11])[C:3]=12.C(N(CC)CC)C.Br[CH2:38][CH2:39][OH:40].C(=O)(O)[O-].[Na+]. The catalyst is O1CCCC1. The product is [NH2:1][C:2]1[N:7]=[CH:6][N:5]=[C:4]2[N:8]([CH:12]([C:14]3[CH:21]=[C:20]([Cl:22])[C:17]([C:18]#[N:19])=[C:16]([CH:23]4[CH2:24][N:25]([CH2:38][CH2:39][OH:40])[CH2:26]4)[C:15]=3[O:27][CH2:28][CH3:29])[CH3:13])[N:9]=[C:10]([CH3:11])[C:3]=12. The yield is 0.440. (7) The reactants are [CH3:1][Si:2]([CH3:7])([CH3:6])[C:3]#[C:4][CH3:5].[Li]CCCC.CCCCCC.[Cl:19][C:20]1[C:25]2[N:26]([CH3:31])[C:27]([CH2:29]Cl)=[N:28][C:24]=2[CH:23]=[CH:22][CH:21]=1. The catalyst is C1COCC1. The product is [Cl:19][C:20]1[C:25]2[N:26]([CH3:31])[C:27]([CH2:29][CH2:5][C:4]#[C:3][Si:2]([CH3:7])([CH3:6])[CH3:1])=[N:28][C:24]=2[CH:23]=[CH:22][CH:21]=1. The yield is 1.00.